This data is from Reaction yield outcomes from USPTO patents with 853,638 reactions. The task is: Predict the reaction yield, written as a fraction of the theoretical maximum amount of product (1.0 means a 100% yield; for example, 0.34 means a 34% yield). (1) The reactants are [F:1][C:2]1[CH:7]=[CH:6][CH:5]=[CH:4][C:3]=1[N:8]1[C:16]2[C:11](=[C:12]([N:17]3[CH2:21][CH2:20][NH:19][C:18]3=[O:22])[CH:13]=[CH:14][CH:15]=2)[CH:10]=[N:9]1.CN[C@@H]1CCCC[C@H]1NC.Br[C:34]1[N:39]=[CH:38][C:37]([CH3:40])=[CH:36][N:35]=1.[O-]P([O-])([O-])=O.[K+].[K+].[K+]. The catalyst is O1CCOCC1. The product is [F:1][C:2]1[CH:7]=[CH:6][CH:5]=[CH:4][C:3]=1[N:8]1[C:16]2[C:11](=[C:12]([N:17]3[CH2:21][CH2:20][N:19]([C:34]4[N:39]=[CH:38][C:37]([CH3:40])=[CH:36][N:35]=4)[C:18]3=[O:22])[CH:13]=[CH:14][CH:15]=2)[CH:10]=[N:9]1. The yield is 0.600. (2) The product is [F:11][C:3]1[CH:4]=[CH:5][C:6]([C:8]([OH:10])=[O:9])=[N:7][C:2]=1[C:14]1[CH:15]=[C:16]([C:19](=[O:24])[NH:20][CH:21]([CH3:22])[CH3:23])[CH:17]=[CH:18][C:13]=1[F:12]. The yield is 0.750. The reactants are Br[C:2]1[N:7]=[C:6]([C:8]([OH:10])=[O:9])[CH:5]=[CH:4][C:3]=1[F:11].[F:12][C:13]1[CH:18]=[CH:17][C:16]([C:19](=[O:24])[NH:20][CH:21]([CH3:23])[CH3:22])=[CH:15][C:14]=1B(O)O. The catalyst is C1C=CC(P(C2C=CC=CC=2)[C-]2C=CC=C2)=CC=1.C1C=CC(P(C2C=CC=CC=2)[C-]2C=CC=C2)=CC=1.Cl[Pd]Cl.[Fe+2].C(Cl)Cl. (3) The reactants are [NH:1]1[C:9]2[C:4](=[CH:5][CH:6]=[CH:7][CH:8]=2)[C:3](/[CH:10]=[CH:11]/[C:12]2[CH:17]=[CH:16][C:15]([C:18]([N:20]3[CH2:25][CH2:24][O:23][CH2:22][CH2:21]3)=[O:19])=[CH:14][C:13]=2[N:26]2[C:34](=[O:35])[C:33]3[C:28](=[CH:29][CH:30]=[CH:31][C:32]=3[N+:36]([O-])=O)[C:27]2=[O:39])=[N:2]1.[Sn].Cl. The catalyst is C(O)C. The product is [NH2:36][C:32]1[CH:31]=[CH:30][CH:29]=[C:28]2[C:33]=1[C:34](=[O:35])[N:26]([C:13]1[CH:14]=[C:15]([C:18]([N:20]3[CH2:21][CH2:22][O:23][CH2:24][CH2:25]3)=[O:19])[CH:16]=[CH:17][C:12]=1/[CH:11]=[CH:10]/[C:3]1[C:4]3[C:9](=[CH:8][CH:7]=[CH:6][CH:5]=3)[NH:1][N:2]=1)[C:27]2=[O:39]. The yield is 0.530. (4) The reactants are [BH4-].[Na+].[CH:3]1([C:9]2[C:10]3[CH:11]=[CH:12][C:13]([C:28]([O:30][CH3:31])=[O:29])=[CH:14][C:15]=3[N:16]3[CH2:22][C:21](=[O:23])[CH2:20][C:19]4[CH:24]=[CH:25][CH:26]=[CH:27][C:18]=4[C:17]=23)[CH2:8][CH2:7][CH2:6][CH2:5][CH2:4]1. The catalyst is CO.O1CCCC1. The product is [CH:3]1([C:9]2[C:10]3[CH:11]=[CH:12][C:13]([C:28]([O:30][CH3:31])=[O:29])=[CH:14][C:15]=3[N:16]3[CH2:22][CH:21]([OH:23])[CH2:20][C:19]4[CH:24]=[CH:25][CH:26]=[CH:27][C:18]=4[C:17]=23)[CH2:4][CH2:5][CH2:6][CH2:7][CH2:8]1. The yield is 0.960. (5) The reactants are [OH:1][C:2]([CH3:35])([CH3:34])[CH2:3][C@@:4]1([C:28]2[CH:33]=[CH:32][CH:31]=[CH:30][CH:29]=2)[O:9][C:8](=[O:10])[N:7]([C@H:11]([C:13]2[CH:18]=[CH:17][C:16](B3OC(C)(C)C(C)(C)O3)=[CH:15][CH:14]=2)[CH3:12])[CH2:6][CH2:5]1.Br[C:37]1[CH:38]=[CH:39][C:40]([CH:43]2[CH2:47][CH2:46][N:45]([CH3:48])[C:44]2=[O:49])=[N:41][CH:42]=1. No catalyst specified. The product is [OH:1][C:2]([CH3:35])([CH3:34])[CH2:3][C@@:4]1([C:28]2[CH:29]=[CH:30][CH:31]=[CH:32][CH:33]=2)[O:9][C:8](=[O:10])[N:7]([C@H:11]([C:13]2[CH:14]=[CH:15][C:16]([C:37]3[CH:42]=[N:41][C:40]([CH:43]4[CH2:47][CH2:46][N:45]([CH3:48])[C:44]4=[O:49])=[CH:39][CH:38]=3)=[CH:17][CH:18]=2)[CH3:12])[CH2:6][CH2:5]1. The yield is 0.570. (6) The reactants are [C:1]([C:3](=[C:7]([S:10][CH3:11])SC)[C:4]([NH2:6])=[O:5])#[N:2].[CH3:12][N:13]([CH3:21])[C:14]1[CH:19]=[CH:18][C:17]([NH2:20])=[CH:16][CH:15]=1. The catalyst is C(O)C. The product is [C:1]([C:3](=[C:7]([NH:20][C:17]1[CH:18]=[CH:19][C:14]([N:13]([CH3:21])[CH3:12])=[CH:15][CH:16]=1)[S:10][CH3:11])[C:4]([NH2:6])=[O:5])#[N:2]. The yield is 0.910.